Predict the product of the given reaction. From a dataset of Forward reaction prediction with 1.9M reactions from USPTO patents (1976-2016). (1) Given the reactants [NH2:1][C:2]1[CH:3]=[C:4]([OH:8])[CH:5]=[CH:6][CH:7]=1.[C:9](O)(=[O:13])[CH2:10][CH2:11][CH3:12].C1CCC(N=C=NC2CCCCC2)CC1, predict the reaction product. The product is: [C:9]([NH:1][C:2]1[CH:3]=[C:4]([OH:8])[CH:5]=[CH:6][CH:7]=1)(=[O:13])[CH2:10][CH2:11][CH3:12]. (2) Given the reactants [CH:1]1([N:4]([C@@H:12]2[CH2:17][CH2:16][NH:15][CH2:14][C@@H:13]2[F:18])C(=O)OC(C)(C)C)[CH2:3][CH2:2]1.Cl[C:20]1[N:25]=[CH:24][C:23]([CH2:26][CH3:27])=[CH:22][N:21]=1, predict the reaction product. The product is: [CH:1]1([NH:4][C@@H:12]2[CH2:17][CH2:16][N:15]([C:20]3[N:25]=[CH:24][C:23]([CH2:26][CH3:27])=[CH:22][N:21]=3)[CH2:14][C@@H:13]2[F:18])[CH2:2][CH2:3]1. (3) Given the reactants [C:1](=O)([O-])[O-].[K+].[K+].CO.[CH2:9]([O:16][C:17](=[O:30])[CH:18]([NH:22][C:23]([O:25][C:26]([CH3:29])([CH3:28])[CH3:27])=[O:24])[CH2:19][CH:20]=O)C1C=CC=CC=1.COP(C(=[N+]=[N-])C(=O)C)(=O)OC, predict the reaction product. The product is: [CH3:9][O:16][C:17](=[O:30])[CH:18]([NH:22][C:23]([O:25][C:26]([CH3:27])([CH3:28])[CH3:29])=[O:24])[CH2:19][C:20]#[CH:1]. (4) Given the reactants [CH2:1]([SH:4])[CH2:2]C.[CH3:5]N(C=O)C.[Br:10][C:11]1[N:12]=[C:13](Br)[N:14]2[CH:19]=[CH:18][N:17]=[C:16]([NH2:20])[C:15]=12, predict the reaction product. The product is: [Br:10][C:11]1[N:12]=[C:13]([S:4][CH:1]([CH3:2])[CH3:5])[N:14]2[CH:19]=[CH:18][N:17]=[C:16]([NH2:20])[C:15]=12. (5) Given the reactants [Cl:1][C:2]1[CH:7]=[CH:6][C:5]([S:8]([CH:11]2[C:20]3[C:15](=[C:16]([F:22])[CH:17]=[CH:18][C:19]=3[F:21])[O:14][CH2:13][CH:12]2[NH:23][CH2:24][CH2:25][CH2:26]OS(C)(=O)=O)(=[O:10])=[O:9])=[CH:4][CH:3]=1.CC(C)([O-])C.[K+], predict the reaction product. The product is: [Cl:1][C:2]1[CH:3]=[CH:4][C:5]([S:8]([C:11]23[C:20]4[C:15](=[C:16]([F:22])[CH:17]=[CH:18][C:19]=4[F:21])[O:14][CH2:13][CH:12]2[NH:23][CH2:24][CH2:25][CH2:26]3)(=[O:9])=[O:10])=[CH:6][CH:7]=1. (6) The product is: [N:26]1([S:23]([C:5]2[C:4]3[C:8](=[CH:9][CH:10]=[C:2]([C:37]4[CH:42]=[N:41][CH:40]=[CH:39][N:38]=4)[CH:3]=3)[NH:7][C:6]=2[C:20]([O:22][CH2:51][CH3:52])=[O:21])(=[O:24])=[O:25])[CH2:27][CH2:28][O:29][CH2:30][CH2:31]1. Given the reactants I[C:2]1[CH:3]=[C:4]2[C:8](=[CH:9][CH:10]=1)[N:7](C(OCCC(C)(C)C)=O)[C:6]([C:20]([O-:22])=[O:21])=[C:5]2[S:23]([N:26]1[CH2:31][CH2:30][O:29][CH2:28][CH2:27]1)(=[O:25])=[O:24].C([Sn](CCCC)(CCCC)[C:37]1[CH:42]=[N:41][CH:40]=[CH:39][N:38]=1)CCC.[C:51]1(C)C=CC=C[C:52]=1P(C1C=CC=CC=1C)C1C=CC=CC=1C.C([O-])(O)=O.[Na+], predict the reaction product.